Dataset: Forward reaction prediction with 1.9M reactions from USPTO patents (1976-2016). Task: Predict the product of the given reaction. (1) Given the reactants [N+:1]([C:4]1[CH:5]=[C:6]2[C:10](=[CH:11][CH:12]=1)[NH:9][C:8]([C:13]([O:15][CH2:16][CH3:17])=[O:14])=[C:7]2[C:18]1[CH:23]=[CH:22][CH:21]=[CH:20][CH:19]=1)([O-:3])=[O:2].[CH2:24](Br)[C:25]1[CH:30]=[CH:29][CH:28]=[CH:27][CH:26]=1.C([O-])([O-])=O.[Cs+].[Cs+], predict the reaction product. The product is: [CH2:24]([N:9]1[C:10]2[C:6](=[CH:5][C:4]([N+:1]([O-:3])=[O:2])=[CH:12][CH:11]=2)[C:7]([C:18]2[CH:23]=[CH:22][CH:21]=[CH:20][CH:19]=2)=[C:8]1[C:13]([O:15][CH2:16][CH3:17])=[O:14])[C:25]1[CH:30]=[CH:29][CH:28]=[CH:27][CH:26]=1. (2) Given the reactants [NH2:1][CH:2]([C:7]([C:9]1[CH:14]=[CH:13][C:12]([O:15][CH3:16])=[CH:11][CH:10]=1)=[O:8])[C:3]([O:5][CH3:6])=[O:4].CCN(CC)CC.[C:24](Cl)([CH3:26])=[O:25], predict the reaction product. The product is: [C:24]([NH:1][CH:2]([C:7]([C:9]1[CH:10]=[CH:11][C:12]([O:15][CH3:16])=[CH:13][CH:14]=1)=[O:8])[C:3]([O:5][CH3:6])=[O:4])(=[O:25])[CH3:26].